This data is from Forward reaction prediction with 1.9M reactions from USPTO patents (1976-2016). The task is: Predict the product of the given reaction. (1) Given the reactants [Cl:1][C:2]1[CH:3]=[C:4]([C:12]2([C:27]([F:30])([F:29])[F:28])[O:16][N:15]=[C:14]([C:17]3[CH:25]=[CH:24][C:20]([C:21]([OH:23])=O)=[C:19]([CH3:26])[CH:18]=3)[CH2:13]2)[CH:5]=[C:6]([C:8]([F:11])([F:10])[F:9])[CH:7]=1.CN(C(ON1N=NC2C=CC=NC1=2)=[N+](C)C)C.F[P-](F)(F)(F)(F)F.CCN(C(C)C)C(C)C.Cl.[NH:65]1[CH2:69][C:68](=[O:70])[NH:67][CH2:66]1, predict the reaction product. The product is: [Cl:1][C:2]1[CH:3]=[C:4]([C:12]2([C:27]([F:30])([F:28])[F:29])[O:16][N:15]=[C:14]([C:17]3[CH:25]=[CH:24][C:20]([C:21]([N:65]4[CH2:69][C:68](=[O:70])[NH:67][CH2:66]4)=[O:23])=[C:19]([CH3:26])[CH:18]=3)[CH2:13]2)[CH:5]=[C:6]([C:8]([F:11])([F:9])[F:10])[CH:7]=1. (2) Given the reactants Br[C:2]1[CH:3]=[CH:4][C:5]2[O:14][CH2:13][CH2:12][N:11]3[C:7](=[N:8][C:9]([C:15]4[CH:20]=[CH:19][CH:18]=[CH:17][N:16]=4)=[CH:10]3)[C:6]=2[CH:21]=1.[C:22]([N:26]1[CH2:31][CH2:30][CH:29]([SH:32])[CH2:28][CH2:27]1)([CH3:25])([CH3:24])[CH3:23].CC1(C)C2C(=C(P(C3C=CC=CC=3)C3C=CC=CC=3)C=CC=2)OC2C(P(C3C=CC=CC=3)C3C=CC=CC=3)=CC=CC1=2.CCN(C(C)C)C(C)C, predict the reaction product. The product is: [C:22]([N:26]1[CH2:31][CH2:30][CH:29]([S:32][C:2]2[CH:3]=[CH:4][C:5]3[O:14][CH2:13][CH2:12][N:11]4[CH:10]=[C:9]([C:15]5[CH:20]=[CH:19][CH:18]=[CH:17][N:16]=5)[N:8]=[C:7]4[C:6]=3[CH:21]=2)[CH2:28][CH2:27]1)([CH3:25])([CH3:23])[CH3:24]. (3) Given the reactants C1N=CN([C:6]([N:8]2C=N[CH:10]=[CH:9]2)=[O:7])C=1.[CH2:13]([O:15][C:16]([C:18]1[C:26]2[C:21](=[CH:22][C:23]([Br:31])=[C:24]([CH2:27]C(O)=O)[CH:25]=2)[NH:20][C:19]=1[CH3:32])=[O:17])[CH3:14].CO[C:35]1[CH:36]=[C:37]([CH2:41]CN)[CH:38]=[CH:39][CH:40]=1, predict the reaction product. The product is: [CH2:13]([O:15][C:16]([C:18]1[C:26]2[C:21](=[CH:22][C:23]([Br:31])=[C:24]([CH2:27][C:6](=[O:7])[NH:8][CH2:9][CH2:10][C:35]3[CH:40]=[CH:39][CH:38]=[C:37]([CH3:41])[CH:36]=3)[CH:25]=2)[NH:20][C:19]=1[CH3:32])=[O:17])[CH3:14]. (4) Given the reactants C[O-].[Na+].[CH3:4][C:5]([CH3:9])([CH3:8])[CH2:6][SH:7].[C:10]([O:14][C:15]([NH:17][CH2:18][C:19]1[CH:20]=[N:21][C:22]([CH2:25]Cl)=[CH:23][CH:24]=1)=[O:16])([CH3:13])([CH3:12])[CH3:11], predict the reaction product. The product is: [C:10]([O:14][C:15]([NH:17][CH2:18][C:19]1[CH:20]=[N:21][C:22]([CH2:25][S:7][CH2:6][C:5]([CH3:9])([CH3:8])[CH3:4])=[CH:23][CH:24]=1)=[O:16])([CH3:13])([CH3:12])[CH3:11]. (5) Given the reactants BrC1C=C(C(F)(C(F)(F)F)C(F)(F)F)C=C(Br)C=1[NH2:4].[N:20]1([C:25]2[CH:33]=[CH:32][C:28]([C:29](Cl)=[O:30])=[CH:27][CH:26]=2)[CH:24]=[N:23][CH:22]=[N:21]1.[OH-].[Na+], predict the reaction product. The product is: [N:20]1([C:25]2[CH:33]=[CH:32][C:28]([C:29]([NH2:4])=[O:30])=[CH:27][CH:26]=2)[CH:24]=[N:23][CH:22]=[N:21]1.